This data is from Forward reaction prediction with 1.9M reactions from USPTO patents (1976-2016). The task is: Predict the product of the given reaction. The product is: [NH2:25][C@@H:7]([CH2:6][C:5]1[CH:4]=[C:3]([F:2])[CH:35]=[C:34]([F:36])[CH:33]=1)[C@H:8]([OH:24])[CH2:9][NH:10][CH:11]1[C:20]2[C:15](=[CH:16][CH:17]=[C:18]([CH2:21][CH3:22])[CH:19]=2)[N:14]([CH3:23])[CH2:13][CH2:12]1. Given the reactants Cl.[F:2][C:3]1[CH:4]=[C:5]([CH:33]=[C:34]([F:36])[CH:35]=1)[CH2:6][C@H:7]([NH:25]C(=O)OC(C)(C)C)[C@H:8]([OH:24])[CH2:9][NH:10][CH:11]1[C:20]2[C:15](=[CH:16][CH:17]=[C:18]([CH2:21][CH3:22])[CH:19]=2)[N:14]([CH3:23])[CH2:13][CH2:12]1, predict the reaction product.